From a dataset of Forward reaction prediction with 1.9M reactions from USPTO patents (1976-2016). Predict the product of the given reaction. (1) Given the reactants C(OC([N:8]1[CH2:13][CH2:12][CH:11]([CH2:14][N:15]2[CH:19]=[CH:18][N:17]=[CH:16]2)[CH2:10][CH2:9]1)=O)(C)(C)C, predict the reaction product. The product is: [N:15]1([CH2:14][CH:11]2[CH2:12][CH2:13][NH:8][CH2:9][CH2:10]2)[CH:19]=[CH:18][N:17]=[CH:16]1. (2) Given the reactants C([C:3]1[N:7]([NH2:8])[C:6]([C:9]([OH:11])=O)=[C:5]([CH3:12])[N:4]=1)C.[N:13]#[C:14][NH2:15].Cl.[OH-].[Na+], predict the reaction product. The product is: [NH2:13][C:14]1[NH:15][C:9](=[O:11])[C:6]2=[C:5]([CH3:12])[N:4]=[CH:3][N:7]2[N:8]=1. (3) Given the reactants C([O:3][C:4](=[O:35])[CH:5]([O:33][CH3:34])[CH2:6][C:7]1[C:12]2[S:13][CH:14]=[CH:15][C:11]=2[C:10]([O:16][CH2:17][CH2:18][C:19]2[N:20]=[C:21]([C:25]3[CH:30]=[C:29]([Cl:31])[CH:28]=[C:27]([Cl:32])[CH:26]=3)[O:22][C:23]=2[CH3:24])=[CH:9][CH:8]=1)C.[OH-].[Na+], predict the reaction product. The product is: [Cl:32][C:27]1[CH:26]=[C:25]([C:21]2[O:22][C:23]([CH3:24])=[C:19]([CH2:18][CH2:17][O:16][C:10]3[C:11]4[CH:15]=[CH:14][S:13][C:12]=4[C:7]([CH2:6][CH:5]([O:33][CH3:34])[C:4]([OH:35])=[O:3])=[CH:8][CH:9]=3)[N:20]=2)[CH:30]=[C:29]([Cl:31])[CH:28]=1. (4) Given the reactants C(OC(=O)[NH:7][C@H:8]([C@@H:10]1[CH2:14][CH2:13][N:12]([C:15]2[C:24]([O:25][CH2:26][F:27])=[C:23]3[C:18]([C:19](=[O:32])[NH:20][C:21](=[O:31])[N:22]3[CH:28]3[CH2:30][CH2:29]3)=[CH:17][C:16]=2[F:33])[CH2:11]1)[CH3:9])(C)(C)C.[ClH:35], predict the reaction product. The product is: [ClH:35].[NH2:7][C@H:8]([C@@H:10]1[CH2:14][CH2:13][N:12]([C:15]2[C:24]([O:25][CH2:26][F:27])=[C:23]3[C:18]([C:19](=[O:32])[NH:20][C:21](=[O:31])[N:22]3[CH:28]3[CH2:30][CH2:29]3)=[CH:17][C:16]=2[F:33])[CH2:11]1)[CH3:9]. (5) Given the reactants [NH2:1][C:2]1[N:7]=[C:6]([C:8]2[CH:13]=[CH:12][N:11]=[C:10]3[NH:14][C:15]([CH:17]4[CH2:22][CH2:21][N:20](C(OC(C)(C)C)=O)[CH2:19][CH2:18]4)=[CH:16][C:9]=23)[CH:5]=[N:4][CH:3]=1.[CH:30](=O)[C:31]1[CH:36]=[CH:35][CH:34]=[N:33][CH:32]=1.C(O[BH-](OC(=O)C)OC(=O)C)(=O)C.[Na+].[F:52][C:53]([F:58])([F:57])[C:54]([OH:56])=[O:55], predict the reaction product. The product is: [NH:20]1[CH2:19][CH2:18][CH:17]([C:15]2[NH:14][C:10]3=[N:11][CH:12]=[CH:13][C:8]([C:6]4[N:7]=[C:2]([NH:1][CH2:30][C:31]5[CH:32]=[N:33][CH:34]=[CH:35][CH:36]=5)[CH:3]=[N:4][CH:5]=4)=[C:9]3[CH:16]=2)[CH2:22][CH2:21]1.[F:52][C:53]([F:58])([F:57])[C:54]([O-:56])=[O:55].